Dataset: PAMPA (Parallel Artificial Membrane Permeability Assay) permeability data from NCATS. Task: Regression/Classification. Given a drug SMILES string, predict its absorption, distribution, metabolism, or excretion properties. Task type varies by dataset: regression for continuous measurements (e.g., permeability, clearance, half-life) or binary classification for categorical outcomes (e.g., BBB penetration, CYP inhibition). Dataset: pampa_ncats. (1) The molecule is C1=CC=C(C=C1)C2=CSC(=N2)NC(=O)C3=C(C=NC=C3)NS(=O)(=O)C4=CC=C(C=C4)N. The result is 1 (high permeability). (2) The drug is CCC1=C(C2=C(N1)C=CC(=C2)CNC(=O)CC3=CN=C4N3C=CC=C4C)C. The result is 1 (high permeability). (3) The compound is CC1=C(C=C(C=C1)C2=NC3=CC=CC=C3C(=C2)C(=O)NC4=CC=C(C=C4)S(=O)(=O)NCC5=NC=CS5)C. The result is 0 (low-to-moderate permeability). (4) The compound is CC1=NN(C(=O)C2=CC(=NN12)C3=CC=CC=C3)CC(=O)NCCCN4CCC(CC4)N5CCCCC5. The result is 1 (high permeability). (5) The molecule is CN1C(=O)CN=C(C2=C1C=CC(=C2)Cl)C3=CC=CC=C3Cl. The result is 1 (high permeability). (6) The drug is C1=CC=C2C(=C1)C(=NC(=N2)C3=CC=CC=C3Cl)NCC4=CC=C(C=C4)C5=CN=CC=C5. The result is 1 (high permeability). (7) The compound is C1=CC2=C(C=NC=C2)C(=C1)NS(=O)(=O)C3=CC=C(C=C3)NCC4=C(C(=CC=C4)Cl)O. The result is 1 (high permeability).